This data is from Forward reaction prediction with 1.9M reactions from USPTO patents (1976-2016). The task is: Predict the product of the given reaction. (1) Given the reactants [CH2:1]([C:3]([C:25]1[CH:30]=[CH:29][C:28](OS(C(F)(F)F)(=O)=O)=[C:27]([CH3:39])[CH:26]=1)([C:6]1[CH:11]=[CH:10][C:9](/[CH:12]=[CH:13]/[C:14]([OH:23])([C:19]([F:22])([F:21])[F:20])[C:15]([F:18])([F:17])[F:16])=[C:8]([CH3:24])[CH:7]=1)[CH2:4][CH3:5])[CH3:2].CCN([CH2:45][CH3:46])CC.[CH3:47][O:48][C:49](=[O:55])[CH2:50][CH2:51][CH2:52][C:53]#C.C(OCC)(=O)C, predict the reaction product. The product is: [CH3:47][O:48][C:49](=[O:55])[CH2:50][CH2:51][CH2:52][CH2:53][C:39]#[C:27][C:28]1[CH:29]=[CH:30][C:25]([C:3]([CH2:4][CH3:5])([C:6]2[CH:11]=[CH:10][C:9](/[CH:12]=[CH:13]/[C:14]([OH:23])([C:15]([F:16])([F:17])[F:18])[C:19]([F:22])([F:21])[F:20])=[C:8]([CH3:24])[CH:7]=2)[CH2:1][CH3:2])=[CH:26][C:45]=1[CH3:46]. (2) Given the reactants [F:1][C:2]1[CH:7]=[CH:6][CH:5]=[C:4]([F:8])[C:3]=1[OH:9].C1N2CN3CN(C2)CN1C3.[C:20](O)(C(F)(F)F)=[O:21], predict the reaction product. The product is: [F:1][C:2]1[CH:7]=[C:6]([CH:5]=[C:4]([F:8])[C:3]=1[OH:9])[CH:20]=[O:21].